From a dataset of Reaction yield outcomes from USPTO patents with 853,638 reactions. Predict the reaction yield, written as a fraction of the theoretical maximum amount of product (1.0 means a 100% yield; for example, 0.34 means a 34% yield). (1) The reactants are [N:1]1[CH:6]=[CH:5][CH:4]=[C:3]([CH2:7][OH:8])[CH:2]=1.C(P(CCCC)CCCC)CCC.CN(C)C(N=NC(N(C)C)=O)=O.[CH3:34][O:35][C:36]1[C:37]([CH3:60])=[C:38]([C:51]([O:58][CH3:59])=[C:52]([O:56][CH3:57])[C:53]=1[O:54][CH3:55])[CH2:39][C:40]1[CH:41]=[CH:42][C:43](O)=[C:44]([CH:49]=1)[C:45]([O:47][CH3:48])=[O:46].[OH-].[Na+]. The catalyst is C1C=CC=CC=1. The product is [CH3:34][O:35][C:36]1[C:37]([CH3:60])=[C:38]([C:51]([O:58][CH3:59])=[C:52]([O:56][CH3:57])[C:53]=1[O:54][CH3:55])[CH2:39][C:40]1[CH:41]=[CH:42][C:43]([O:8][CH2:7][C:3]2[CH:2]=[N:1][CH:6]=[CH:5][CH:4]=2)=[C:44]([CH:49]=1)[C:45]([O:47][CH3:48])=[O:46]. The yield is 0.690. (2) The reactants are [OH:1][C:2]1[C:7]([NH:8]/[N:9]=[C:10]2/[C:11]([CH3:26])=[N:12][N:13]([C:16]3[CH:25]=[CH:24][C:23]4[CH2:22][CH2:21][CH2:20][CH2:19][C:18]=4[CH:17]=3)[C:14]/2=[O:15])=[CH:6][CH:5]=[CH:4][C:3]=1[C:27]1[O:31][C:30]([C:32]([OH:34])=[O:33])=[CH:29][CH:28]=1.[OH:35][CH2:36][CH2:37][N+:38]([CH3:41])([CH3:40])[CH3:39].[OH:35][CH2:36][CH2:37][N+:38]([CH3:41])([CH3:40])[CH3:39].OC1C(N/N=C2/C(C)=NN(C3C=CC4CCCCC=4C=3)C/2=O)=CC=CC=1C1OC(C(O)=O)=CC=1.CO.O. The catalyst is C(OCC)(=O)C.C(O)C. The product is [OH:35][CH2:36][CH2:37][N+:38]([CH3:41])([CH3:40])[CH3:39].[OH:1][C:2]1[C:7]([NH:8]/[N:9]=[C:10]2/[C:11]([CH3:26])=[N:12][N:13]([C:16]3[CH:25]=[CH:24][C:23]4[CH2:22][CH2:21][CH2:20][CH2:19][C:18]=4[CH:17]=3)[C:14]/2=[O:15])=[CH:6][CH:5]=[CH:4][C:3]=1[C:27]1[O:31][C:30]([C:32]([OH:34])=[O:33])=[CH:29][CH:28]=1. The yield is 0.460. (3) The reactants are C(N(C(C)C)CC)(C)C.[NH2:10][C:11]1[C:16]([OH:17])=[C:15]([F:18])[C:14]([C:19]2[CH:24]=[CH:23][CH:22]=[CH:21][CH:20]=2)=[C:13]([CH3:25])[C:12]=1[C:26]#[N:27].[CH3:28][O:29][CH2:30][C:31](Cl)=[O:32].[Cl-].[NH4+]. The catalyst is C(OCC)(=O)C. The product is [CH3:28][O:29][CH2:30][C:31]([O:17][C:16]1[C:15]([F:18])=[C:14]([C:19]2[CH:24]=[CH:23][CH:22]=[CH:21][CH:20]=2)[C:13]([CH3:25])=[C:12]([C:26]#[N:27])[C:11]=1[NH2:10])=[O:32]. The yield is 0.990. (4) The reactants are [C:1]([CH2:3]P(=O)(OCC)OCC)#[N:2].CC(C)([O-])C.[K+].[CH2:18]([O:20][CH:21]([O:29][CH2:30][CH3:31])[C:22]1[S:26][CH:25]=[C:24]([CH:27]=O)[CH:23]=1)[CH3:19]. The catalyst is C1COCC1. The product is [CH2:18]([O:20][CH:21]([O:29][CH2:30][CH3:31])[C:22]1[S:26][CH:25]=[C:24](/[CH:27]=[CH:3]/[C:1]#[N:2])[CH:23]=1)[CH3:19]. The yield is 0.849. (5) The reactants are [CH2:1]([N:3]1[C:11]2[CH:10]=[C:9](C(O)=O)[N:8]=[CH:7][C:6]=2[C:5]([CH3:15])=[CH:4]1)[CH3:2].C1(P([N:30]=[N+]=[N-])(C2C=CC=CC=2)=O)C=CC=CC=1.[CH3:33][C:34]([OH:37])([CH3:36])[CH3:35].C1[CH2:42][O:41]CC1. No catalyst specified. The product is [CH2:1]([N:3]1[C:11]2[CH:10]=[C:9]([NH:30][C:42](=[O:41])[O:37][C:34]([CH3:36])([CH3:35])[CH3:33])[N:8]=[CH:7][C:6]=2[C:5]([CH3:15])=[CH:4]1)[CH3:2]. The yield is 0.380. (6) The reactants are [CH3:1][CH:2]([CH2:4][CH2:5][CH2:6][C@H:7]([C@@H:9]1[C@:26]2([CH3:27])[C@H:12]([C@H:13]3[C@H:23]([CH2:24][CH2:25]2)[C@:21]2([CH3:22])[C:16]([CH2:17][C@@H:18]([NH:28]CCCNC(=O)CCNC(=O)CCNC(=O)CCCCCNC4C=CC([N+]([O-])=O)=CC=4[N+]([O-])=O)[CH2:19][CH2:20]2)=[CH:15][CH2:14]3)[CH2:11][CH2:10]1)[CH3:8])[CH3:3].Br[CH2:64][CH2:65][CH2:66][CH2:67][C:68]([O:70][CH2:71][CH3:72])=[O:69].C([O-])([O-])=O.[K+].[K+].CC(OC(O[C:87]([O:89][C:90]([CH3:93])([CH3:92])[CH3:91])=[O:88])=O)(C)C.CCN(C(C)C)C(C)C. The catalyst is CN(C=O)C. The product is [C:90]([O:89][C:87]([N:28]([C@H:18]1[CH2:19][CH2:20][C@@:21]2([CH3:22])[C:16](=[CH:15][CH2:14][C@@H:13]3[C@@H:23]2[CH2:24][CH2:25][C@@:26]2([CH3:27])[C@H:12]3[CH2:11][CH2:10][C@@H:9]2[C@H:7]([CH3:8])[CH2:6][CH2:5][CH2:4][CH:2]([CH3:3])[CH3:1])[CH2:17]1)[CH2:64][CH2:65][CH2:66][CH2:67][C:68]([O:70][CH2:71][CH3:72])=[O:69])=[O:88])([CH3:91])([CH3:92])[CH3:93]. The yield is 0.680.